Dataset: NCI-60 drug combinations with 297,098 pairs across 59 cell lines. Task: Regression. Given two drug SMILES strings and cell line genomic features, predict the synergy score measuring deviation from expected non-interaction effect. Drug 1: C1=C(C(=O)NC(=O)N1)N(CCCl)CCCl. Drug 2: CC1CCC2CC(C(=CC=CC=CC(CC(C(=O)C(C(C(=CC(C(=O)CC(OC(=O)C3CCCCN3C(=O)C(=O)C1(O2)O)C(C)CC4CCC(C(C4)OC)OCCO)C)C)O)OC)C)C)C)OC. Cell line: SF-295. Synergy scores: CSS=56.9, Synergy_ZIP=5.70, Synergy_Bliss=6.23, Synergy_Loewe=10.1, Synergy_HSA=11.9.